Dataset: Reaction yield outcomes from USPTO patents with 853,638 reactions. Task: Predict the reaction yield, written as a fraction of the theoretical maximum amount of product (1.0 means a 100% yield; for example, 0.34 means a 34% yield). (1) The reactants are [CH3:1][S:2][C:3]1[NH:4][CH:5]=[C:6]([CH2:10][C:11]2[CH:12]=[N:13][CH:14]=[N:15][CH:16]=2)[C:7](=[O:9])[N:8]=1.[CH3:17]I. The catalyst is C1COCC1.[H-].[Na+]. The product is [CH3:17][N:4]1[CH:5]=[C:6]([CH2:10][C:11]2[CH:12]=[N:13][CH:14]=[N:15][CH:16]=2)[C:7](=[O:9])[N:8]=[C:3]1[S:2][CH3:1]. The yield is 0.474. (2) The reactants are [F-:1].[K+].[Cl:3][C:4]1[CH:5]=[C:6]2[C:10](=[C:11](I)[CH:12]=1)[C:9](=[O:14])[N:8]([CH:15]1[CH2:17][CH2:16]1)[CH:7]2[CH3:18].COC(=O)[C:22](Cl)([F:24])[F:23]. The catalyst is CN(C=O)C.[Cu]I. The product is [Cl:3][C:4]1[CH:5]=[C:6]2[C:10](=[C:11]([C:22]([F:24])([F:1])[F:23])[CH:12]=1)[C:9](=[O:14])[N:8]([CH:15]1[CH2:17][CH2:16]1)[CH:7]2[CH3:18]. The yield is 0.200. (3) The reactants are [CH3:1][C:2]1[C:3]([N:8]2[CH2:13][CH2:12][CH:11]([C:14]([OH:16])=O)[CH2:10][CH2:9]2)=[N:4][CH:5]=[CH:6][CH:7]=1.C(Cl)(=O)C(Cl)=O.[CH3:23][C:24]1[CH:25]=[CH:26][C:27]2[NH:36][CH2:35][CH2:34][C:33]3[N:32]=[C:31]([N:37]4[CH2:42][CH2:41][O:40][CH2:39][CH2:38]4)[NH:30][C:29]=3[C:28]=2[CH:43]=1.C(N(CC)CC)C. The catalyst is C(Cl)Cl.CN(C=O)C. The product is [CH3:23][C:24]1[CH:25]=[CH:26][C:27]2[N:36]([C:14]([CH:11]3[CH2:10][CH2:9][N:8]([C:3]4[C:2]([CH3:1])=[CH:7][CH:6]=[CH:5][N:4]=4)[CH2:13][CH2:12]3)=[O:16])[CH2:35][CH2:34][C:33]3[N:32]=[C:31]([N:37]4[CH2:38][CH2:39][O:40][CH2:41][CH2:42]4)[NH:30][C:29]=3[C:28]=2[CH:43]=1. The yield is 0.330. (4) The reactants are [CH3:1][O:2][C:3]1[CH:4]=[N:5][CH:6]=[C:7]([CH:11]=1)[C:8](Cl)=[O:9].Cl.CO[C:15]1[CH:16]=[N:17][CH:18]=[C:19]([CH:23]=1)C(O)=O.C([N:26]([CH2:29]C)CC)C.C[N:32](C)C=O. The catalyst is ClCCl. The product is [N:17]1[CH:16]=[CH:15][CH:23]=[CH:19][C:18]=1[C:29]1[N:26]=[C:8]([C:7]2[CH:6]=[N:5][CH:4]=[C:3]([O:2][CH3:1])[CH:11]=2)[O:9][N:32]=1. The yield is 0.170. (5) The reactants are [CH:1]1[C:6]([CH:7]=[O:8])=[CH:5][CH:4]=[C:3]([CH:9]=[O:10])[CH:2]=1.[CH2:11]([Mg]Cl)[CH2:12][CH2:13][CH2:14][CH2:15][CH2:16][CH2:17][CH3:18]. The catalyst is O1CCCC1. The product is [OH:8][CH:7]([C:6]1[CH:5]=[CH:4][C:3]([CH:9]=[O:10])=[CH:2][CH:1]=1)[CH2:11][CH2:12][CH2:13][CH2:14][CH2:15][CH2:16][CH2:17][CH3:18]. The yield is 0.0510.